From a dataset of Full USPTO retrosynthesis dataset with 1.9M reactions from patents (1976-2016). Predict the reactants needed to synthesize the given product. (1) Given the product [CH2:22]([CH:11]([CH3:10])[C:12]([OH:14])=[O:13])[C:23]1[CH:28]=[CH:27][CH:26]=[CH:25][CH:24]=1, predict the reactants needed to synthesize it. The reactants are: C(C1N(CC2C=CC=CC=2Cl)C([CH2:10][C:11]([CH2:22][C:23]2[CH:28]=[CH:27][CH:26]=[CH:25][CH:24]=2)(C(OCC)=O)[C:12]([O:14]CC)=[O:13])=CN=1)CCC.[OH-].[K+].O. (2) Given the product [NH2:1][C:2]1[CH:3]=[C:4]2[C:12](=[CH:13][CH:14]=1)[C:11]1[S:10][C:9]([C:15]3[S:20][CH2:19][CH:18]([C:21]([OH:23])=[O:22])[N:16]=3)=[N:8][C:7]=1[CH:6]=[CH:5]2, predict the reactants needed to synthesize it. The reactants are: [NH2:1][C:2]1[CH:3]=[C:4]2[C:12](=[CH:13][CH:14]=1)[C:11]1[S:10][C:9]([C:15]#[N:16])=[N:8][C:7]=1[CH:6]=[CH:5]2.N[C@@H:18]([C:21]([OH:23])=[O:22])[CH2:19][SH:20].C([O-])([O-])=O.[K+].[K+]. (3) Given the product [S:51]([OH:55])([OH:54])(=[O:53])=[O:52].[O:1]=[C:2]1[N:8]([CH:9]2[CH2:14][CH2:13][N:12]([C:15]([O:17][C@H:18]([CH2:34][C:35]3[CH:40]=[C:39]([C:41]([F:43])([F:42])[F:44])[C:38]([NH2:45])=[C:37]([Cl:46])[CH:36]=3)[C:19]([N:21]3[CH2:26][CH2:25][CH:24]([N:27]4[CH2:28][CH2:29][N:30]([CH3:33])[CH2:31][CH2:32]4)[CH2:23][CH2:22]3)=[O:20])=[O:16])[CH2:11][CH2:10]2)[CH2:7][CH2:6][C:5]2[CH:47]=[CH:48][CH:49]=[CH:50][C:4]=2[NH:3]1, predict the reactants needed to synthesize it. The reactants are: [O:1]=[C:2]1[N:8]([CH:9]2[CH2:14][CH2:13][N:12]([C:15]([O:17][C@H:18]([CH2:34][C:35]3[CH:40]=[C:39]([C:41]([F:44])([F:43])[F:42])[C:38]([NH2:45])=[C:37]([Cl:46])[CH:36]=3)[C:19]([N:21]3[CH2:26][CH2:25][CH:24]([N:27]4[CH2:32][CH2:31][N:30]([CH3:33])[CH2:29][CH2:28]4)[CH2:23][CH2:22]3)=[O:20])=[O:16])[CH2:11][CH2:10]2)[CH2:7][CH2:6][C:5]2[CH:47]=[CH:48][CH:49]=[CH:50][C:4]=2[NH:3]1.[S:51](=[O:55])(=[O:54])([OH:53])[OH:52]. (4) Given the product [CH3:1][O:2][C:3]1[CH:4]=[CH:5][C:6]2[O:10][C:9]([C:16]3[CH:24]=[CH:23][C:19]([C:20]([NH2:22])=[O:21])=[CH:18][N:17]=3)=[CH:8][C:7]=2[CH:14]=1, predict the reactants needed to synthesize it. The reactants are: [CH3:1][O:2][C:3]1[CH:4]=[CH:5][C:6]2[O:10][C:9](B(O)O)=[CH:8][C:7]=2[CH:14]=1.Br[C:16]1[CH:24]=[CH:23][C:19]([C:20]([NH2:22])=[O:21])=[CH:18][N:17]=1.CCN(CC)CC. (5) Given the product [Cl:17][C:7]1[C:8]2[C:13](=[CH:12][C:11]([F:16])=[CH:10][CH:9]=2)[CH:14]=[CH:15][C:6]=1[NH2:5], predict the reactants needed to synthesize it. The reactants are: C(OC(=O)[NH:5][C:6]1[CH:15]=[CH:14][C:13]2[C:8](=[CH:9][CH:10]=[C:11]([F:16])[CH:12]=2)[C:7]=1[Cl:17])C.[OH-].[K+].